Dataset: Forward reaction prediction with 1.9M reactions from USPTO patents (1976-2016). Task: Predict the product of the given reaction. (1) Given the reactants [CH3:1][O:2][C:3](=[O:11])[C:4]1[CH:9]=[CH:8][CH:7]=[N:6][C:5]=1F.[F:12][C:13]1[CH:14]=[C:15]([CH:17]=[CH:18][C:19]=1[CH3:20])[NH2:16], predict the reaction product. The product is: [F:12][C:13]1[CH:14]=[C:15]([NH:16][C:5]2[N:6]=[CH:7][CH:8]=[CH:9][C:4]=2[C:3]([O:2][CH3:1])=[O:11])[CH:17]=[CH:18][C:19]=1[CH3:20]. (2) The product is: [Cl:1][C:2]1[CH:7]=[C:6]([C:17]#[CH:18])[CH:5]=[CH:4][C:3]=1[S:9]([NH2:12])(=[O:11])=[O:10]. Given the reactants [Cl:1][C:2]1[CH:7]=[C:6](Br)[CH:5]=[CH:4][C:3]=1[S:9]([NH2:12])(=[O:11])=[O:10].C[Si]([C:17]#[CH:18])(C)C.CO.C([O-])([O-])=O.[K+].[K+], predict the reaction product. (3) Given the reactants [CH:1]1([C:4](Cl)=[O:5])[CH2:3][CH2:2]1.Cl.Cl.[Cl:9][C:10]1[CH:11]=[C:12]([CH:32]=[CH:33][C:34]=1[Cl:35])[CH2:13][N:14]1[CH2:19][CH2:18][O:17][C@@H:16]([CH2:20][NH:21][C:22]([NH:24][CH2:25][CH:26]2[CH2:31][CH2:30][NH:29][CH2:28][CH2:27]2)=[O:23])[CH2:15]1.C(N(CC)C(C)C)(C)C, predict the reaction product. The product is: [CH:1]1([C:4]([N:29]2[CH2:30][CH2:31][CH:26]([CH2:25][NH:24][C:22]([NH:21][CH2:20][C@@H:16]3[O:17][CH2:18][CH2:19][N:14]([CH2:13][C:12]4[CH:32]=[CH:33][C:34]([Cl:35])=[C:10]([Cl:9])[CH:11]=4)[CH2:15]3)=[O:23])[CH2:27][CH2:28]2)=[O:5])[CH2:3][CH2:2]1. (4) Given the reactants [F:1][C:2]1[CH:7]=[CH:6][CH:5]=[C:4]([F:8])[C:3]=1[N:9]1[C:14]2[N:15]=[C:16]([NH:34][CH:35]3[CH2:40][C:39]([CH3:42])([CH3:41])[NH:38][C:37]([CH3:44])([CH3:43])[CH2:36]3)[N:17]=[C:18]([C:19]3[CH:20]=[C:21]([NH:26][C:27]([C:29]4[CH:33]=[CH:32][S:31][CH:30]=4)=[O:28])[CH:22]=[CH:23][C:24]=3[CH3:25])[C:13]=2[CH:12]=[CH:11][C:10]1=[O:45].[BrH:46], predict the reaction product. The product is: [BrH:46].[F:8][C:4]1[CH:5]=[CH:6][CH:7]=[C:2]([F:1])[C:3]=1[N:9]1[C:14]2[N:15]=[C:16]([NH:34][CH:35]3[CH2:36][C:37]([CH3:43])([CH3:44])[NH:38][C:39]([CH3:42])([CH3:41])[CH2:40]3)[N:17]=[C:18]([C:19]3[CH:20]=[C:21]([NH:26][C:27]([C:29]4[CH:33]=[CH:32][S:31][CH:30]=4)=[O:28])[CH:22]=[CH:23][C:24]=3[CH3:25])[C:13]=2[CH:12]=[CH:11][C:10]1=[O:45]. (5) Given the reactants [C:1]([OH:12])(=[O:11])/[CH:2]=[CH:3]/[CH2:4][CH2:5][CH2:6][CH2:7][CH2:8][CH2:9][CH3:10].[CH3:13][N:14]([CH3:21])[CH2:15][C:16]([CH3:20])([CH3:19])[CH2:17]O, predict the reaction product. The product is: [C:1]([O:12][CH2:17][C:16]([CH3:20])([CH3:19])[CH2:15][N:14]([CH3:21])[CH3:13])(=[O:11])/[CH:2]=[CH:3]/[CH2:4][CH2:5][CH2:6][CH2:7][CH2:8][CH2:9][CH3:10].